Dataset: Forward reaction prediction with 1.9M reactions from USPTO patents (1976-2016). Task: Predict the product of the given reaction. (1) The product is: [CH3:34][NH:35][C:3]([C:5]1[N:10]=[C:9]([N:11]2[CH2:15][CH2:14][CH2:13][CH:12]2[C:16]2[O:20][N:19]=[C:18]([C:21]3[CH:26]=[CH:25][CH:24]=[CH:23][N:22]=3)[CH:17]=2)[N:8]=[C:7]([NH:27][C:28]2[CH:32]=[C:31]([CH3:33])[NH:30][N:29]=2)[CH:6]=1)=[O:2]. Given the reactants C[O:2][C:3]([C:5]1[N:10]=[C:9]([N:11]2[CH2:15][CH2:14][CH2:13][CH:12]2[C:16]2[O:20][N:19]=[C:18]([C:21]3[CH:26]=[CH:25][CH:24]=[CH:23][N:22]=3)[CH:17]=2)[N:8]=[C:7]([NH:27][C:28]2[CH:32]=[C:31]([CH3:33])[NH:30][N:29]=2)[CH:6]=1)=O.[CH3:34][NH2:35], predict the reaction product. (2) Given the reactants [CH3:1][O:2][C:3]1[CH:4]=[CH:5][CH:6]=[C:7]([OH:12])[C:8]=1[C:9](O)=[O:10].S(Cl)([Cl:15])=O.CN(C=O)C, predict the reaction product. The product is: [OH:12][C:7]1[CH:6]=[CH:5][CH:4]=[C:3]([O:2][CH3:1])[C:8]=1[C:9]([Cl:15])=[O:10].